From a dataset of Peptide-MHC class II binding affinity with 134,281 pairs from IEDB. Regression. Given a peptide amino acid sequence and an MHC pseudo amino acid sequence, predict their binding affinity value. This is MHC class II binding data. (1) The peptide sequence is NDAIKASTGGAYESY. The MHC is DRB5_0101 with pseudo-sequence DRB5_0101. The binding affinity (normalized) is 0.310. (2) The peptide sequence is KLIEKINAGFKAALAAAAGV. The MHC is HLA-DQA10102-DQB10602 with pseudo-sequence HLA-DQA10102-DQB10602. The binding affinity (normalized) is 0.859.